Dataset: Reaction yield outcomes from USPTO patents with 853,638 reactions. Task: Predict the reaction yield, written as a fraction of the theoretical maximum amount of product (1.0 means a 100% yield; for example, 0.34 means a 34% yield). (1) The reactants are [F:1][C:2]([F:29])([F:28])[O:3][C:4]1[CH:9]=[CH:8][C:7]([N:10]2[CH:14]=[N:13][C:12]([C:15]3[CH:20]=[CH:19][C:18]([CH:21]4[CH2:26][CH2:25][CH2:24][CH2:23][CH:22]4[NH2:27])=[CH:17][CH:16]=3)=[N:11]2)=[CH:6][CH:5]=1.[CH:30]([C:33]1[CH:38]=[CH:37][C:36]([CH3:39])=[CH:35][C:34]=1[N:40]1[C:44](=[O:45])[CH2:43][S:42]/[C:41]/1=[N:46]\[C:47](=O)[O:48]C1C=CC([N+]([O-])=O)=CC=1)([CH3:32])[CH3:31].C(=O)([O-])[O-].[Cs+].[Cs+]. The catalyst is C(#N)C. The product is [CH:30]([C:33]1[CH:38]=[CH:37][C:36]([CH3:39])=[CH:35][C:34]=1[N:40]1[C:44](=[O:45])[CH2:43][S:42]/[C:41]/1=[N:46]\[C:47]([NH:27][CH:22]1[CH2:23][CH2:24][CH2:25][CH2:26][CH:21]1[C:18]1[CH:19]=[CH:20][C:15]([C:12]2[N:13]=[CH:14][N:10]([C:7]3[CH:6]=[CH:5][C:4]([O:3][C:2]([F:1])([F:28])[F:29])=[CH:9][CH:8]=3)[N:11]=2)=[CH:16][CH:17]=1)=[O:48])([CH3:32])[CH3:31]. The yield is 0.0600. (2) The reactants are [F:1][C:2]1[CH:3]=[CH:4][C:5]([N+:15]([O-])=O)=[C:6]([NH:8][C:9]2[CH:14]=[CH:13][N:12]=[CH:11][N:10]=2)[CH:7]=1. The catalyst is [Pd]. The product is [F:1][C:2]1[CH:7]=[C:6]([NH:8][C:9]2[CH:14]=[CH:13][N:12]=[CH:11][N:10]=2)[C:5]([NH2:15])=[CH:4][CH:3]=1. The yield is 0.920. (3) The reactants are [OH:1][C:2]1[CH:3]=[C:4]2[C:13](=[CH:14][C:15]=1[CH2:16][CH2:17][C:18]([O:20]C)=[O:19])[N+:12]([O-])=[C:11]1[C:6](=[CH:7][C:8](=[O:23])[CH:9]=[CH:10]1)[O:5]2.S(S([O-])=O)([O-])=O.[Na+].[Na+]. The catalyst is [OH-].[Na+]. The product is [OH:1][C:2]1[CH:3]=[C:4]2[C:13](=[CH:14][C:15]=1[CH2:16][CH2:17][C:18]([OH:20])=[O:19])[N:12]=[C:11]1[C:6](=[CH:7][C:8](=[O:23])[CH:9]=[CH:10]1)[O:5]2. The yield is 0.680. (4) The reactants are [NH2:1][C:2]1[C:7]([CH:8]=O)=[CH:6][CH:5]=[CH:4][N:3]=1.Br[CH2:11][C:12](=O)[C:13]([CH3:16])([CH3:15])[CH3:14].[OH-:18].[Na+].Cl. No catalyst specified. The product is [C:13]([C:12]1[C:11]([OH:18])=[CH:8][C:7]2[C:2](=[N:3][CH:4]=[CH:5][CH:6]=2)[N:1]=1)([CH3:16])([CH3:15])[CH3:14]. The yield is 0.240. (5) The reactants are [C:1]1([C:7](=O)[CH2:8][C:9]2[CH:14]=[CH:13][N:12]=[CH:11][CH:10]=2)[CH:6]=[CH:5][CH:4]=[CH:3][CH:2]=1.[CH2:16]([O:18][C:19]1[CH:20]=[C:21]([CH:24]=[C:25]([N+:28]([O-:30])=[O:29])[C:26]=1[OH:27])[CH:22]=O)[CH3:17].[NH2:31][C:32]([NH2:34])=[O:33].Cl. The catalyst is C(O)C. The product is [CH2:16]([O:18][C:19]1[CH:20]=[C:21]([CH:22]2[C:8]([C:9]3[CH:14]=[CH:13][N:12]=[CH:11][CH:10]=3)=[C:7]([C:1]3[CH:6]=[CH:5][CH:4]=[CH:3][CH:2]=3)[NH:34][C:32](=[O:33])[NH:31]2)[CH:24]=[C:25]([N+:28]([O-:30])=[O:29])[C:26]=1[OH:27])[CH3:17]. The yield is 0.383. (6) The reactants are [O:1]=[C:2]1[N:6]2[CH2:7][CH2:8][N:9]([C:11]([NH:13][CH2:14][C:15](O)=[O:16])=[O:12])[CH2:10][CH:5]2[C:4]([C:24]2[CH:29]=[CH:28][CH:27]=[CH:26][CH:25]=2)([C:18]2[CH:23]=[CH:22][CH:21]=[CH:20][CH:19]=2)[O:3]1.[NH:30]1[CH2:35][CH2:34][O:33][CH2:32][CH2:31]1.Cl.C(N=C=NCCCN(C)C)C.ON1C2C=CC=CC=2N=N1. The catalyst is CN(C)C=O. The product is [N:30]1([C:15](=[O:16])[CH2:14][NH:13][C:11]([N:9]2[CH2:8][CH2:7][N:6]3[C:2](=[O:1])[O:3][C:4]([C:24]4[CH:25]=[CH:26][CH:27]=[CH:28][CH:29]=4)([C:18]4[CH:23]=[CH:22][CH:21]=[CH:20][CH:19]=4)[CH:5]3[CH2:10]2)=[O:12])[CH2:35][CH2:34][O:33][CH2:32][CH2:31]1. The yield is 0.510. (7) The reactants are Cl[C:2]1[N:7]=[C:6]([C:8]2[C:9]([C:17]3[CH:18]=[C:19]([NH:23][C:24](=[O:33])[C:25]4[C:30]([F:31])=[CH:29][CH:28]=[CH:27][C:26]=4[F:32])[CH:20]=[CH:21][CH:22]=3)=[N:10][N:11]3[CH:16]=[CH:15][CH:14]=[CH:13][C:12]=23)[CH:5]=[CH:4][N:3]=1.CN(C=O)C.[NH:39]1[C:43]2[CH:44]=[CH:45][C:46]([NH2:48])=[CH:47][C:42]=2[N:41]=[N:40]1.Cl. The catalyst is CCO. The product is [NH:39]1[C:43]2[CH:44]=[CH:45][C:46]([NH:48][C:2]3[N:7]=[C:6]([C:8]4[C:9]([C:17]5[CH:18]=[C:19]([NH:23][C:24](=[O:33])[C:25]6[C:30]([F:31])=[CH:29][CH:28]=[CH:27][C:26]=6[F:32])[CH:20]=[CH:21][CH:22]=5)=[N:10][N:11]5[CH:16]=[CH:15][CH:14]=[CH:13][C:12]=45)[CH:5]=[CH:4][N:3]=3)=[CH:47][C:42]=2[N:41]=[N:40]1. The yield is 0.630.